This data is from Forward reaction prediction with 1.9M reactions from USPTO patents (1976-2016). The task is: Predict the product of the given reaction. (1) Given the reactants CS(O[CH:6]1[CH2:11][CH2:10][CH2:9][N:8]([C:12]2[S:13][CH:14]=[CH:15][N:16]=2)[CH2:7]1)(=O)=O.[CH3:17][NH2:18].[NH4+].[OH-], predict the reaction product. The product is: [CH3:17][NH:18][CH:6]1[CH2:11][CH2:10][CH2:9][N:8]([C:12]2[S:13][CH:14]=[CH:15][N:16]=2)[CH2:7]1. (2) Given the reactants Br[CH2:2][CH2:3][O:4][C:5]1[CH:10]=[C:9]([S:11]([CH3:14])(=[O:13])=[O:12])[CH:8]=[C:7]([F:15])[CH:6]=1.[CH2:16]([NH2:18])[CH3:17].Cl, predict the reaction product. The product is: [CH2:16]([NH:18][CH2:2][CH2:3][O:4][C:5]1[CH:10]=[C:9]([S:11]([CH3:14])(=[O:13])=[O:12])[CH:8]=[C:7]([F:15])[CH:6]=1)[CH3:17].